From a dataset of Catalyst prediction with 721,799 reactions and 888 catalyst types from USPTO. Predict which catalyst facilitates the given reaction. (1) Reactant: [Br:1][C:2]1[CH:3]=[CH:4][C:5]([C:8](=O)[CH2:9][CH2:10][C:11](=O)[CH:12]([C:20]2[CH:25]=[CH:24][C:23]([S:26]([CH3:29])(=[O:28])=[O:27])=[CH:22][CH:21]=2)[CH2:13][CH:14]2[CH2:19][CH2:18][O:17][CH2:16][CH2:15]2)=[N:6][CH:7]=1.C([O-])(=O)C.[NH4+:36]. Product: [Br:1][C:2]1[CH:3]=[CH:4][C:5]([C:8]2[NH:36][C:11]([CH:12]([C:20]3[CH:25]=[CH:24][C:23]([S:26]([CH3:29])(=[O:28])=[O:27])=[CH:22][CH:21]=3)[CH2:13][CH:14]3[CH2:19][CH2:18][O:17][CH2:16][CH2:15]3)=[CH:10][CH:9]=2)=[N:6][CH:7]=1. The catalyst class is: 342. (2) Reactant: [Cl:1][C:2]1[CH:3]=[CH:4][C:5]2[NH:6][N:7]=[C:8]3[C:13]=2[C:12]=1[C:11](=[O:14])[C:10]1[CH:15]=[CH:16][CH:17]=[CH:18][C:9]3=1.ClC1C2C(=O)C3C(=CC=CC=3)C(=O)C=2C(Cl)=CC=1.[N-:37]=[N+]=[N-].[Na+]. Product: [Cl:1][C:2]1[CH:3]=[CH:4][C:5]2[NH:6][N:7]=[C:8]3[C:9]4[CH:18]=[CH:17][CH:16]=[CH:15][C:10]=4[C:11](=[O:14])[NH:37][C:12]=1[C:13]=23. The catalyst class is: 65. (3) Reactant: O1CCCC1.[CH3:6][C:7]1([CH3:20])[C:12]2[CH:13]=[C:14]([CH:17]=[O:18])[CH:15]=[CH:16][C:11]=2[NH:10][C:9](=[O:19])[O:8]1.[BH4-].[Na+]. The catalyst class is: 5. Product: [OH:18][CH2:17][C:14]1[CH:15]=[CH:16][C:11]2[NH:10][C:9](=[O:19])[O:8][C:7]([CH3:6])([CH3:20])[C:12]=2[CH:13]=1.